Dataset: Reaction yield outcomes from USPTO patents with 853,638 reactions. Task: Predict the reaction yield, written as a fraction of the theoretical maximum amount of product (1.0 means a 100% yield; for example, 0.34 means a 34% yield). (1) The reactants are F[C:2]1[CH:7]=[CH:6][CH:5]=[CH:4][C:3]=1[N+:8]([O-:10])=[O:9].[CH3:11][O:12][C:13]1[CH:20]=[CH:19][CH:18]=[CH:17][C:14]=1[CH2:15][NH2:16].C([O-])([O-])=O.[K+].[K+]. The catalyst is CN(C=O)C. The product is [CH3:11][O:12][C:13]1[CH:20]=[CH:19][CH:18]=[CH:17][C:14]=1[CH2:15][NH:16][C:2]1[CH:7]=[CH:6][CH:5]=[CH:4][C:3]=1[N+:8]([O-:10])=[O:9]. The yield is 0.760. (2) The reactants are BrCCCCCCCCO[C:11]([CH:13]([C:15]1[CH:24]=[CH:23][C:18]([CH2:19][CH:20]([CH3:22])[CH3:21])=[CH:17][CH:16]=1)[CH3:14])=[O:12].[C:25]([O:33][CH3:34])(=[O:32])[C:26]1[CH:31]=[CH:30][CH:29]=[N:28][CH:27]=1.[I-:35].[K+]. The catalyst is CO.C(Cl)(Cl)Cl. The product is [I-:35].[CH2:19]([C:18]1[CH:17]=[CH:16][C:15]([CH:13]([CH3:14])[C:11]([CH2:11][CH2:13][CH2:15][CH2:16][CH2:17][CH2:18][CH2:19][CH2:20][N+:28]2[CH:29]=[CH:30][CH:31]=[C:26]([C:25]([O:33][CH3:34])=[O:32])[CH:27]=2)=[O:12])=[CH:24][CH:23]=1)[CH:20]([CH3:21])[CH3:22]. The yield is 0.500. (3) The reactants are [CH3:1][C:2]1([C:13]2[CH:18]=[CH:17][CH:16]=[CH:15][CH:14]=2)[C:10]2[O:9][C:8](=O)[NH:7][C:6](=[O:12])[C:5]=2[CH2:4][CH2:3]1.[OH-].[NH4+:20]. No catalyst specified. The product is [CH3:1][C:2]1([C:13]2[CH:18]=[CH:17][CH:16]=[CH:15][CH:14]=2)[C:10]2[NH:20][C:8](=[O:9])[NH:7][C:6](=[O:12])[C:5]=2[CH2:4][CH2:3]1. The yield is 0.700. (4) The reactants are [Br:1][C:2]1[CH:10]=[C:9]2[C:5]([CH:6]=[N:7][NH:8]2)=[CH:4][C:3]=1[O:11][C:12]1[CH:17]=[CH:16][C:15]([F:18])=[CH:14][C:13]=1[F:19].[CH3:20][C:21]1([CH3:24])[CH2:23][O:22]1.C(=O)([O-])[O-].[K+].[K+]. The catalyst is CC(N(C)C)=O.C(OCC)(=O)C. The product is [Br:1][C:2]1[CH:10]=[C:9]2[C:5]([CH:6]=[N:7][N:8]2[CH2:20][C:21]([CH3:24])([OH:22])[CH3:23])=[CH:4][C:3]=1[O:11][C:12]1[CH:17]=[CH:16][C:15]([F:18])=[CH:14][C:13]=1[F:19]. The yield is 0.364. (5) The reactants are [Cl:1][C:2]1[C:7]([Cl:8])=[CH:6][C:5]([NH:9][CH2:10][C:11]([OH:13])=O)=[C:4]([OH:14])[CH:3]=1.[N:15]1([CH:21]2[CH2:24][N:23]([C:25]([O:27][C:28]([CH3:31])([CH3:30])[CH3:29])=[O:26])[CH2:22]2)[CH2:20][CH2:19][NH:18][CH2:17][CH2:16]1.CCN=C=NCCCN(C)C.Cl.C1C=CC2N(O)N=NC=2C=1.CCN(CC)CC. The catalyst is CN(C=O)C.O. The product is [Cl:1][C:2]1[C:7]([Cl:8])=[CH:6][C:5]([NH:9][CH2:10][C:11]([N:18]2[CH2:19][CH2:20][N:15]([CH:21]3[CH2:22][N:23]([C:25]([O:27][C:28]([CH3:31])([CH3:30])[CH3:29])=[O:26])[CH2:24]3)[CH2:16][CH2:17]2)=[O:13])=[C:4]([OH:14])[CH:3]=1. The yield is 0.310. (6) The reactants are [C:10](P([C:10]([CH3:13])([CH3:12])[CH3:11])[C:10]([CH3:13])([CH3:12])[CH3:11])([CH3:13])([CH3:12])[CH3:11].[N:14]1[CH:19]=[CH:18][CH:17]=[C:16]([NH:20][C:21]2[CH:41]=[CH:40][C:24]3[O:25][C:26]4[CH:32]=[C:31]([NH:33][C:34]5[CH:35]=[N:36][CH:37]=[CH:38][CH:39]=5)[CH:30]=[CH:29][C:27]=4[O:28][C:23]=3[CH:22]=2)[CH:15]=1.Br[C:43]1[CH:44]=[C:45]([C:49]2[CH:54]=[CH:53][CH:52]=[CH:51][CH:50]=2)[CH:46]=[CH:47][CH:48]=1.[CH3:55][C:56](C)([O-])[CH3:57].[Na+].C1(C)[C:62]([CH3:67])=[CH:63][CH:64]=[CH:65]C=1. The catalyst is C([O-])(=O)C.[Pd+2].C([O-])(=O)C.O. The product is [C:13]1([C:10]2[CH:11]=[CH:57][CH:56]=[CH:55][CH:12]=2)[CH:65]=[CH:64][CH:63]=[C:62]([N:20]([C:21]2[CH:41]=[CH:40][C:24]3[O:25][C:26]4[CH:32]=[C:31]([N:33]([C:34]5[CH:35]=[N:36][CH:37]=[CH:38][CH:39]=5)[C:43]5[CH:44]=[C:45]([C:49]6[CH:54]=[CH:53][CH:52]=[CH:51][CH:50]=6)[CH:46]=[CH:47][CH:48]=5)[CH:30]=[CH:29][C:27]=4[O:28][C:23]=3[CH:22]=2)[C:16]2[CH:15]=[N:14][CH:19]=[CH:18][CH:17]=2)[CH:67]=1. The yield is 0.325. (7) The reactants are [NH2:1][C:2]1[C:10]([NH2:11])=[CH:9][CH:8]=[CH:7][C:3]=1[C:4]([OH:6])=[O:5].[F:12][CH:13]([F:31])[C:14]1[CH:21]=[C:20]([O:22][CH2:23][CH2:24][N:25]2[CH2:30][CH2:29][O:28][CH2:27][CH2:26]2)[CH:19]=[CH:18][C:15]=1[CH:16]=O. No catalyst specified. The product is [F:31][CH:13]([F:12])[C:14]1[CH:21]=[C:20]([O:22][CH2:23][CH2:24][N:25]2[CH2:30][CH2:29][O:28][CH2:27][CH2:26]2)[CH:19]=[CH:18][C:15]=1[C:16]1[NH:1][C:2]2[C:3]([C:4]([OH:6])=[O:5])=[CH:7][CH:8]=[CH:9][C:10]=2[N:11]=1. The yield is 0.480. (8) The reactants are Br[C:2]1[S:10][C:9]2[C:8]([NH:11][C:12]3[CH:17]=[C:16]([O:18][CH3:19])[CH:15]=[CH:14][C:13]=3[O:20][CH3:21])=[N:7][CH:6]=[N:5][C:4]=2[CH:3]=1.[C:22]1(B(O)O)[CH:27]=[CH:26][CH:25]=[CH:24][CH:23]=1.C(=O)([O-])[O-].[Na+].[Na+]. The catalyst is CN(C)C=O.C(OCC)(=O)C.C1C=CC(C#N)=CC=1.C1C=CC(C#N)=CC=1.Cl[Pd]Cl.C1(P(C2C=CC=CC=2)[C-]2C=CC=C2)C=CC=CC=1.[C-]1(P(C2C=CC=CC=2)C2C=CC=CC=2)C=CC=C1.[Fe+2]. The product is [CH3:21][O:20][C:13]1[CH:14]=[CH:15][C:16]([O:18][CH3:19])=[CH:17][C:12]=1[NH:11][C:8]1[C:9]2[S:10][C:2]([C:22]3[CH:27]=[CH:26][CH:25]=[CH:24][CH:23]=3)=[CH:3][C:4]=2[N:5]=[CH:6][N:7]=1. The yield is 0.960.